This data is from CYP2C19 inhibition data for predicting drug metabolism from PubChem BioAssay. The task is: Regression/Classification. Given a drug SMILES string, predict its absorption, distribution, metabolism, or excretion properties. Task type varies by dataset: regression for continuous measurements (e.g., permeability, clearance, half-life) or binary classification for categorical outcomes (e.g., BBB penetration, CYP inhibition). Dataset: cyp2c19_veith. (1) The compound is CC(=O)Nc1ccc([N+](=O)[O-])cn1. The result is 0 (non-inhibitor). (2) The result is 1 (inhibitor). The drug is CC1CC/C(=C\c2ccc3c(c2)OCO3)C(=O)/C1=C/c1ccc2c(c1)OCO2. (3) The compound is N#CC1=C(N)OC2=C(C(=O)CC(c3ccco3)C2)C1c1ccc(OCc2c(F)cccc2Cl)cc1. The result is 1 (inhibitor). (4) The drug is CN1CCC(N(C)C(=O)CCc2nc3ccccc3c(=O)[nH]2)CC1. The result is 0 (non-inhibitor). (5) The molecule is CCCS(=O)(=O)N1CCCC(C(=O)NCCN(C)Cc2ccccc2)C1. The result is 0 (non-inhibitor). (6) The molecule is COc1ncc2nc(-c3cccs3)c(=O)n(Cc3ccc(F)cc3)c2n1. The result is 0 (non-inhibitor).